Dataset: Peptide-MHC class II binding affinity with 134,281 pairs from IEDB. Task: Regression. Given a peptide amino acid sequence and an MHC pseudo amino acid sequence, predict their binding affinity value. This is MHC class II binding data. The peptide sequence is RLVLRTKIMSSKRIL. The MHC is DRB1_0101 with pseudo-sequence DRB1_0101. The binding affinity (normalized) is 0.865.